This data is from Full USPTO retrosynthesis dataset with 1.9M reactions from patents (1976-2016). The task is: Predict the reactants needed to synthesize the given product. Given the product [Br:11][C:10]1[CH:9]=[CH:8][CH:7]=[C:3]2[C:2]=1[NH:1][C:19](=[S:20])[N:18]([C:12]1[CH:17]=[CH:16][CH:15]=[CH:14][CH:13]=1)[C:4]2=[O:6], predict the reactants needed to synthesize it. The reactants are: [NH2:1][C:2]1[C:10]([Br:11])=[CH:9][CH:8]=[CH:7][C:3]=1[C:4]([OH:6])=O.[C:12]1([N:18]=[C:19]=[S:20])[CH:17]=[CH:16][CH:15]=[CH:14][CH:13]=1.